Dataset: Full USPTO retrosynthesis dataset with 1.9M reactions from patents (1976-2016). Task: Predict the reactants needed to synthesize the given product. (1) Given the product [CH2:1]([C:5]1[N:6]=[C:7]([CH3:27])[N:8]([CH2:68][C:65]2[C:64]3[CH:70]=[C:60]([Cl:59])[CH:61]=[CH:62][C:63]=3[S:67][CH:66]=2)[C:9](=[O:26])[C:10]=1[CH2:11][C:12]1[CH:17]=[CH:16][C:15]([C:18]2[C:19]([C:24]#[N:25])=[CH:20][CH:21]=[CH:22][CH:23]=2)=[CH:14][CH:13]=1)[CH2:2][CH2:3][CH3:4], predict the reactants needed to synthesize it. The reactants are: [CH2:1]([C:5]1[N:6]=[C:7]([CH3:27])[NH:8][C:9](=[O:26])[C:10]=1[CH2:11][C:12]1[CH:17]=[CH:16][C:15]([C:18]2[C:19]([C:24]#[N:25])=[CH:20][CH:21]=[CH:22][CH:23]=2)=[CH:14][CH:13]=1)[CH2:2][CH2:3][CH3:4].N(C(N1CCCCC1)=O)=NC(N1CCCCC1)=O.C(P(CCCC)CCCC)CCC.[Cl:59][C:60]1[CH:61]=[CH:62][C:63]2[S:67][CH:66]=[C:65]([CH2:68]O)[C:64]=2[CH:70]=1. (2) Given the product [CH:1]1([C:4]2[N:8]([C:9]3[C:14]([F:15])=[CH:13][C:12]([NH:16][C:17]([C:18]4[C:19]([CH3:20])=[N:37][CH:25]=[N:23][CH:22]=4)=[O:26])=[CH:11][C:10]=3[F:27])[N:7]=[C:6]([C:28]([F:30])([F:29])[F:31])[CH:5]=2)[CH2:2][CH2:3]1, predict the reactants needed to synthesize it. The reactants are: [CH:1]1([C:4]2[N:8]([C:9]3[C:14]([F:15])=[CH:13][C:12]([NH:16][C:17](=[O:26])[C:18](=[CH:22][N:23]([CH3:25])C)[C:19](=O)[CH3:20])=[CH:11][C:10]=3[F:27])[N:7]=[C:6]([C:28]([F:31])([F:30])[F:29])[CH:5]=2)[CH2:3][CH2:2]1.C(O)(=O)C.C(N)=[NH:37].CC[O-].[Na+]. (3) Given the product [C:6]([C:8]1([NH:11][C:12](=[O:40])[C@H:13]([CH2:35][C:36]([F:39])([CH3:37])[CH3:38])[NH:14][C@@H:15]([C:20]2[CH:21]=[CH:22][C:23]([C:42]3[CH:47]=[CH:46][C:45]([CH:48]([OH:53])[C:49]([F:51])([F:52])[F:50])=[CH:44][CH:43]=3)=[CH:24][CH:25]=2)[C:16]([F:19])([F:18])[F:17])[CH2:9][CH2:10]1)#[N:7], predict the reactants needed to synthesize it. The reactants are: CN(C=O)C.[C:6]([C:8]1([NH:11][C:12](=[O:40])[C@H:13]([CH2:35][C:36]([F:39])([CH3:38])[CH3:37])[NH:14][C@@H:15]([C:20]2[CH:25]=[CH:24][C:23](B3OC(C)(C)C(C)(C)O3)=[CH:22][CH:21]=2)[C:16]([F:19])([F:18])[F:17])[CH2:10][CH2:9]1)#[N:7].Br[C:42]1[CH:47]=[CH:46][C:45]([CH:48]([OH:53])[C:49]([F:52])([F:51])[F:50])=[CH:44][CH:43]=1.C(=O)(O)[O-].[Na+]. (4) Given the product [O:1]1[C:5]2[CH:6]=[CH:7][C:8]([CH2:10][CH:11]3[CH2:16][CH2:15][CH2:14][N:13]([CH2:17][C:18]4[CH:19]=[CH:20][CH:21]=[CH:22][CH:23]=4)[CH2:12]3)=[CH:9][C:4]=2[O:3][CH2:2]1, predict the reactants needed to synthesize it. The reactants are: [O:1]1[C:5]2[CH:6]=[CH:7][C:8]([CH2:10][CH:11]3[CH2:16][CH2:15][CH2:14][N:13]([CH2:17][C:18]4[CH:23]=[CH:22][CH:21]=[CH:20][CH:19]=4)[C:12]3=O)=[CH:9][C:4]=2[O:3][CH2:2]1. (5) Given the product [CH2:4]=[CH:3][CH2:2][CH2:1][O:5][S:18]([C:15]1[CH:16]=[CH:17][C:12]([CH3:22])=[CH:13][CH:14]=1)(=[O:20])=[O:19], predict the reactants needed to synthesize it. The reactants are: [CH2:1]([OH:5])[CH2:2][CH:3]=[CH2:4].N1C=CC=CC=1.[C:12]1([CH3:22])[CH:17]=[CH:16][C:15]([S:18](Cl)(=[O:20])=[O:19])=[CH:14][CH:13]=1.O.